From a dataset of Catalyst prediction with 721,799 reactions and 888 catalyst types from USPTO. Predict which catalyst facilitates the given reaction. (1) Reactant: [C:1]1([C:7]#[CH:8])[CH:6]=[CH:5][CH:4]=[CH:3][CH:2]=1.C(=O)([O-])[O-].[K+].[K+]. Product: [C:1]1([C:7]#[C:8][C:1]2[CH:6]=[CH:5][CH:4]=[CH:3][CH:2]=2)[CH:6]=[CH:5][CH:4]=[CH:3][CH:2]=1. The catalyst class is: 63. (2) Reactant: C([O:5][C:6](=[O:34])[C:7]1[CH:12]=[CH:11][CH:10]=[C:9]([NH:13][C:14]2[N:19]=[C:18]([O:20][C:21]3[CH:26]=[CH:25][CH:24]=[CH:23][CH:22]=3)[N:17]=[C:16]([O:27][C:28]3[CH:33]=[CH:32][CH:31]=[CH:30][CH:29]=3)[N:15]=2)[CH:8]=1)(C)(C)C.CCOCC.CCCCCC. Product: [O:27]([C:16]1[N:17]=[C:18]([O:20][C:21]2[CH:26]=[CH:25][CH:24]=[CH:23][CH:22]=2)[N:19]=[C:14]([NH:13][C:9]2[CH:8]=[C:7]([CH:12]=[CH:11][CH:10]=2)[C:6]([OH:34])=[O:5])[N:15]=1)[C:28]1[CH:33]=[CH:32][CH:31]=[CH:30][CH:29]=1. The catalyst class is: 14. (3) Reactant: [CH2:1]([O:3][C:4]([C:6]1[C:7]([I:29])=[N:8][N:9]([CH2:16][CH:17]([NH:21][C:22](OC(C)(C)C)=[O:23])[CH:18]2[CH2:20][CH2:19]2)[C:10]=1C(OCC)=O)=[O:5])[CH3:2].Cl. Product: [CH:18]1([CH:17]2[CH2:16][N:9]3[N:8]=[C:7]([I:29])[C:6]([C:4]([O:3][CH2:1][CH3:2])=[O:5])=[C:10]3[C:22](=[O:23])[NH:21]2)[CH2:20][CH2:19]1. The catalyst class is: 12. (4) Reactant: [NH2:1][CH:2]([C:6]1[CH:11]=[CH:10][C:9]([O:12][CH3:13])=[C:8]([O:14][CH2:15][CH3:16])[CH:7]=1)[CH2:3][C:4]#[N:5].CCN(CC)CC.C[O:25][C:26](=O)[C:27]1[C:32]([NH:33][C:34]([CH:36]2[CH2:38][CH2:37]2)=[O:35])=[CH:31][CH:30]=[C:29]([Cl:39])[C:28]=1[CH2:40]Br. Product: [Cl:39][C:29]1[CH:30]=[CH:31][C:32]([NH:33][C:34]([CH:36]2[CH2:37][CH2:38]2)=[O:35])=[C:27]2[C:28]=1[CH2:40][N:1]([CH:2]([C:6]1[CH:11]=[CH:10][C:9]([O:12][CH3:13])=[C:8]([O:14][CH2:15][CH3:16])[CH:7]=1)[CH2:3][C:4]#[N:5])[C:26]2=[O:25]. The catalyst class is: 3. (5) Reactant: [ClH:1].Cl.[Br:3][C:4]1[CH:5]=[C:6]([O:22][C:23]2[CH:28]=[CH:27][CH:26]=[CH:25][CH:24]=2)[C:7]([NH:10][C:11]2[S:12][CH:13]=[C:14]([CH:16]3[CH2:21][CH2:20][NH:19][CH2:18][CH2:17]3)[N:15]=2)=[N:8][CH:9]=1.C(N(CC)CC)C.[C:36](OC(=O)C)(=[O:38])[CH3:37].C([O-])(O)=O.[Na+].Cl. Product: [ClH:1].[Br:3][C:4]1[CH:5]=[C:6]([O:22][C:23]2[CH:28]=[CH:27][CH:26]=[CH:25][CH:24]=2)[C:7]([NH:10][C:11]2[S:12][CH:13]=[C:14]([CH:16]3[CH2:21][CH2:20][N:19]([C:36](=[O:38])[CH3:37])[CH2:18][CH2:17]3)[N:15]=2)=[N:8][CH:9]=1. The catalyst class is: 1.